Dataset: Catalyst prediction with 721,799 reactions and 888 catalyst types from USPTO. Task: Predict which catalyst facilitates the given reaction. (1) Reactant: Cl[C:2]1[N:7]=[N:6][C:5]([N:8]2[C:16]3[C:11](=[CH:12][CH:13]=[CH:14][CH:15]=3)[CH2:10][C@H:9]2[C:17]([OH:19])=[O:18])=[CH:4][CH:3]=1.S(OC)(O[CH3:24])(=O)=O.[OH-:27].[Na+].Cl. Product: [CH3:24][N:7]1[C:2](=[O:27])[CH:3]=[CH:4][C:5]([N:8]2[C:16]3[C:11](=[CH:12][CH:13]=[CH:14][CH:15]=3)[CH2:10][C@H:9]2[C:17]([OH:19])=[O:18])=[N:6]1. The catalyst class is: 38. (2) Reactant: [Cl:1][C:2]1[CH:7]=[C:6]([Cl:8])[CH:5]=[CH:4][C:3]=1[C:9]#[C:10][C:11](Cl)=[O:12].[Cl:14][C:15]1[CH:28]=[C:27]([NH2:29])[CH:26]=[CH:25][C:16]=1[O:17][CH2:18][CH2:19][N:20]([CH2:23][CH3:24])[CH2:21][CH3:22]. Product: [Cl:14][C:15]1[CH:28]=[C:27]([NH:29][C:11](=[O:12])[C:10]#[C:9][C:3]2[CH:4]=[CH:5][C:6]([Cl:8])=[CH:7][C:2]=2[Cl:1])[CH:26]=[CH:25][C:16]=1[O:17][CH2:18][CH2:19][N:20]([CH2:23][CH3:24])[CH2:21][CH3:22]. The catalyst class is: 11. (3) Reactant: [CH2:1]([O:8][C:9]1[C:10]([O:30][CH3:31])=[CH:11][C:12]2[CH2:21][CH:20]([CH3:22])[N:19]3[CH:14]([CH2:15][C:16](=[O:28])[C:17]([C:23]([O:25][CH2:26][CH3:27])=[O:24])=[CH:18]3)[C:13]=2[CH:29]=1)[C:2]1[CH:7]=[CH:6][CH:5]=[CH:4][CH:3]=1.C1(Cl)C(=O)C(Cl)=C(Cl)C(=O)C=1Cl. Product: [CH2:1]([O:8][C:9]1[C:10]([O:30][CH3:31])=[CH:11][C:12]2[CH2:21][CH:20]([CH3:22])[N:19]3[C:14](=[CH:15][C:16](=[O:28])[C:17]([C:23]([O:25][CH2:26][CH3:27])=[O:24])=[CH:18]3)[C:13]=2[CH:29]=1)[C:2]1[CH:7]=[CH:6][CH:5]=[CH:4][CH:3]=1. The catalyst class is: 57. (4) Reactant: O=C1NC2=N[CH:7]=[C:8]([C:10]3[CH:19]=[CH:18][C:13](C(OC)=O)=[CH:12][CH:11]=3)N=C2N1CC1CCOCC1.Br[C:29]1[N:34]=[C:33]2[N:35]([CH2:39][CH:40]3[CH2:45][CH2:44][O:43][CH2:42][CH2:41]3)[C:36](=[O:38])[NH:37][C:32]2=[N:31][CH:30]=1.[CH3:46]OC(C1C=CC(B(O)O)=CC=1)=O.P([O-])([O-])([O-])=O.[K+].[K+].[K+].[OH2:67]. Product: [OH:67][C:8]([C:10]1[CH:11]=[CH:12][C:13]([C:29]2[N:34]=[C:33]3[N:35]([CH2:39][CH:40]4[CH2:45][CH2:44][O:43][CH2:42][CH2:41]4)[C:36](=[O:38])[NH:37][C:32]3=[N:31][CH:30]=2)=[CH:18][CH:19]=1)([CH3:7])[CH3:46]. The catalyst class is: 151. (5) Reactant: [Cl:1][C:2]1[C:7]([C:8]2[C:9](=[O:22])[N:10]([CH2:20][CH3:21])[C:11]3[C:16]([CH:17]=2)=[CH:15][N:14]=[C:13]([NH:18][CH3:19])[CH:12]=3)=[CH:6][C:5]([NH:23][C:24]([NH:26][C:27]2[CH:32]=[CH:31][CH:30]=[C:29]([CH2:33][N:34]3[CH2:39][CH2:38][N:37]([CH3:40])[CH2:36][CH2:35]3)[CH:28]=2)=[O:25])=[C:4]([F:41])[CH:3]=1.[ClH:42]. Product: [ClH:1].[ClH:42].[Cl:1][C:2]1[C:7]([C:8]2[C:9](=[O:22])[N:10]([CH2:20][CH3:21])[C:11]3[C:16]([CH:17]=2)=[CH:15][N:14]=[C:13]([NH:18][CH3:19])[CH:12]=3)=[CH:6][C:5]([NH:23][C:24]([NH:26][C:27]2[CH:32]=[CH:31][CH:30]=[C:29]([CH2:33][N:34]3[CH2:35][CH2:36][N:37]([CH3:40])[CH2:38][CH2:39]3)[CH:28]=2)=[O:25])=[C:4]([F:41])[CH:3]=1. The catalyst class is: 23. (6) Reactant: Br[C:2]1[CH:3]=[CH:4][C:5]2[O:6][C:7]([CH3:13])([CH3:12])[CH2:8][NH:9][C:10]=2[N:11]=1.[F:14][C:15]([F:26])([F:25])[C:16]1[CH:17]=[C:18](B(O)O)[CH:19]=[CH:20][CH:21]=1.C(=O)([O-])[O-].[Cs+].[Cs+]. Product: [CH3:12][C:7]1([CH3:13])[O:6][C:5]2[CH:4]=[CH:3][C:2]([C:20]3[CH:19]=[CH:18][CH:17]=[C:16]([C:15]([F:26])([F:25])[F:14])[CH:21]=3)=[N:11][C:10]=2[NH:9][CH2:8]1. The catalyst class is: 108.